Dataset: Catalyst prediction with 721,799 reactions and 888 catalyst types from USPTO. Task: Predict which catalyst facilitates the given reaction. (1) Reactant: Cl.[CH:2]1([C:8]2[CH:15]=[CH:14][C:11]([CH2:12]Cl)=[CH:10][C:9]=2[N:16]([CH3:18])[CH3:17])[CH2:7][CH2:6][CH2:5][CH2:4][CH2:3]1.C(=O)([O-])[O-].[K+].[K+].[C:25]([O:29][C:30](=[O:54])[CH2:31][CH2:32][N:33]([CH2:41][C:42](=[O:53])[N:43]1[C:51]2[C:46](=[CH:47][C:48]([OH:52])=[CH:49][CH:50]=2)[CH2:45][CH2:44]1)[C:34]([O:36][C:37]([CH3:40])([CH3:39])[CH3:38])=[O:35])([CH3:28])([CH3:27])[CH3:26]. Product: [C:25]([O:29][C:30](=[O:54])[CH2:31][CH2:32][N:33]([C:34]([O:36][C:37]([CH3:40])([CH3:39])[CH3:38])=[O:35])[CH2:41][C:42]([N:43]1[C:51]2[C:46](=[CH:47][C:48]([O:52][CH2:12][C:11]3[CH:14]=[CH:15][C:8]([CH:2]4[CH2:7][CH2:6][CH2:5][CH2:4][CH2:3]4)=[C:9]([N:16]([CH3:18])[CH3:17])[CH:10]=3)=[CH:49][CH:50]=2)[CH2:45][CH2:44]1)=[O:53])([CH3:28])([CH3:27])[CH3:26]. The catalyst class is: 3. (2) Reactant: [Cl:1][C:2]1[CH:38]=[CH:37][C:5]([CH2:6][N:7]2[C:15]3[C:10](=[CH:11][CH:12]=[CH:13][CH:14]=3)[C:9]([CH:16]([C:18]3[N:19]([CH2:29][O:30][CH2:31][CH2:32][Si:33]([CH3:36])([CH3:35])[CH3:34])[CH:20]=[C:21]([C:23]4[CH:28]=[CH:27][CH:26]=[CH:25][N:24]=4)[N:22]=3)[OH:17])=[CH:8]2)=[CH:4][CH:3]=1.CCCCCC.C(OCC)(=O)C. Product: [Cl:1][C:2]1[CH:38]=[CH:37][C:5]([CH2:6][N:7]2[C:15]3[C:10](=[CH:11][CH:12]=[CH:13][CH:14]=3)[C:9]([C:16]([C:18]3[N:19]([CH2:29][O:30][CH2:31][CH2:32][Si:33]([CH3:34])([CH3:35])[CH3:36])[CH:20]=[C:21]([C:23]4[CH:28]=[CH:27][CH:26]=[CH:25][N:24]=4)[N:22]=3)=[O:17])=[CH:8]2)=[CH:4][CH:3]=1. The catalyst class is: 704. (3) The catalyst class is: 17. Product: [CH2:6]([N:9]1[CH:14]2[CH2:15][CH2:16][CH:10]1[CH2:11][CH:12]([N:17]([C:18]1[CH:19]=[C:20]3[C:24](=[CH:25][CH:26]=1)[N:23]([CH:27]1[CH2:32][CH2:31][CH2:30][CH2:29][O:28]1)[N:22]=[CH:21]3)[S:2]([CH3:1])(=[O:4])=[O:3])[CH2:13]2)[CH2:7][CH3:8]. Reactant: [CH3:1][S:2](Cl)(=[O:4])=[O:3].[CH2:6]([N:9]1[CH:14]2[CH2:15][CH2:16][CH:10]1[CH2:11][CH:12]([NH:17][C:18]1[CH:19]=[C:20]3[C:24](=[CH:25][CH:26]=1)[N:23]([CH:27]1[CH2:32][CH2:31][CH2:30][CH2:29][O:28]1)[N:22]=[CH:21]3)[CH2:13]2)[CH2:7][CH3:8].C(=O)([O-])O.[Na+]. (4) Reactant: [CH3:1][C:2]1([CH3:25])[CH2:6][N:5]([C:7](=[N:11][S:12]([C:15]2[CH:20]=[CH:19][C:18]([NH:21]C(=O)C)=[CH:17][CH:16]=2)(=[O:14])=[O:13])[NH:8][CH2:9][CH3:10])[N:4]=[CH:3]1.Cl.[OH-].[Na+]. Product: [NH2:21][C:18]1[CH:19]=[CH:20][C:15]([S:12]([N:11]=[C:7]([N:5]2[CH2:6][C:2]([CH3:1])([CH3:25])[CH:3]=[N:4]2)[NH:8][CH2:9][CH3:10])(=[O:14])=[O:13])=[CH:16][CH:17]=1. The catalyst class is: 5.